Dataset: Catalyst prediction with 721,799 reactions and 888 catalyst types from USPTO. Task: Predict which catalyst facilitates the given reaction. (1) Reactant: [Br:1][CH2:2][CH2:3][CH2:4][CH2:5]/[CH:6]=[CH:7]\[CH:8]=[CH:9]/[CH2:10][CH2:11][CH2:12][CH2:13]Br.[N:15]1[CH:20]=[C:19]([CH3:21])[CH:18]=[C:17]([CH3:22])[CH:16]=1. Product: [Br-:1].[Br-:1].[CH2:2]([N+:15]1[CH:20]=[C:19]([CH3:21])[CH:18]=[C:17]([CH3:22])[CH:16]=1)[CH2:3][CH2:4][CH2:5]/[CH:6]=[CH:7]\[CH:8]=[CH:9]/[CH2:10][CH2:11][CH2:12][CH2:13][N+:15]1[CH:20]=[C:19]([CH3:21])[CH:18]=[C:17]([CH3:22])[CH:16]=1. The catalyst class is: 10. (2) Reactant: [Cl:1][C:2]1[CH:3]=[C:4]([C:8]2[C:13]([O:14][CH3:15])=[CH:12][CH:11]=[C:10]([CH2:16][C:17]([OH:19])=O)[C:9]=2[F:20])[CH:5]=[CH:6][CH:7]=1.Cl[CH:22](Cl)C.S(Cl)(Cl)=O.C[Si](C=[N+]=[N-])(C)C.[BrH:36].C([O-])([O-])=O.[Na+].[Na+]. Product: [Br:36][CH2:22][C:17](=[O:19])[CH2:16][C:10]1[C:9]([F:20])=[C:8]([C:4]2[CH:5]=[CH:6][CH:7]=[C:2]([Cl:1])[CH:3]=2)[C:13]([O:14][CH3:15])=[CH:12][CH:11]=1. The catalyst class is: 4. (3) Reactant: [N+:1]([C:4]1[CH:5]=[N:6][C:7]([O:10][C:11]2[C:16]3[C:17]([CH3:21])([CH3:20])[CH2:18][O:19][C:15]=3[C:14]([CH3:22])=[CH:13][CH:12]=2)=[N:8][CH:9]=1)([O-])=O. Product: [CH3:20][C:17]1([CH3:21])[C:16]2[C:11]([O:10][C:7]3[N:6]=[CH:5][C:4]([NH2:1])=[CH:9][N:8]=3)=[CH:12][CH:13]=[C:14]([CH3:22])[C:15]=2[O:19][CH2:18]1. The catalyst class is: 123. (4) Reactant: [F:1][C:2]([F:30])([F:29])[CH:3]([NH:14][C:15]([C:17]1[O:18][C:19]2[CH:25]=[C:24]([C:26](O)=[O:27])[CH:23]=[CH:22][C:20]=2[CH:21]=1)=[O:16])[C:4]1[CH:9]=[CH:8][CH:7]=[C:6]([C:10]([F:13])([F:12])[F:11])[CH:5]=1.O.[Cl-].COC1N=C(OC)N=C([N+]2(C)CCOCC2)N=1.[CH:50]1([NH2:53])[CH2:52][CH2:51]1.Cl. Product: [CH:50]1([NH:53][C:26]([C:24]2[CH:23]=[CH:22][C:20]3[CH:21]=[C:17]([C:15]([NH:14][CH:3]([C:4]4[CH:9]=[CH:8][CH:7]=[C:6]([C:10]([F:12])([F:11])[F:13])[CH:5]=4)[C:2]([F:30])([F:1])[F:29])=[O:16])[O:18][C:19]=3[CH:25]=2)=[O:27])[CH2:52][CH2:51]1. The catalyst class is: 9. (5) Reactant: C[Sn](C)(C)[C:3]1[CH:4]=[N:5][CH:6]=[CH:7][CH:8]=1.Br[C:12]1[CH:13]=[CH:14][C:15]([C:18]2[S:22][CH:21]=[N:20][CH:19]=2)=[N:16][CH:17]=1. Product: [S:22]1[C:18]([C:15]2[N:16]=[CH:17][C:12]([C:4]3[CH:3]=[CH:8][CH:7]=[CH:6][N:5]=3)=[CH:13][CH:14]=2)=[CH:19][N:20]=[CH:21]1. The catalyst class is: 11. (6) Reactant: [BH4-].[Na+].B(F)(F)F.CCOCC.[N+:12]([C:15]1[CH:16]=[C:17]([C:24]([N:26]2[CH2:31][CH2:30][O:29][CH2:28][CH2:27]2)=O)[CH:18]=[CH:19][C:20]=1[N+:21]([O-:23])=[O:22])([O-:14])=[O:13].CO. Product: [N+:12]([C:15]1[CH:16]=[C:17]([CH:18]=[CH:19][C:20]=1[N+:21]([O-:23])=[O:22])[CH2:24][N:26]1[CH2:31][CH2:30][O:29][CH2:28][CH2:27]1)([O-:14])=[O:13]. The catalyst class is: 1. (7) Reactant: [C:1]([O:5][C:6](=[O:38])[NH:7][C@H:8]1[CH2:16][CH2:15][CH2:14][C@H:13]([CH2:17][CH2:18][Se]C2C=CC=CC=2[N+]([O-])=O)[C@@H:12]([O:29][C:30]2[CH:35]=[CH:34][CH:33]=[CH:32][CH:31]=2)[C@H:11]([CH3:36])[O:10][C:9]1=[O:37])([CH3:4])([CH3:3])[CH3:2].OO. Product: [C:1]([O:5][C:6](=[O:38])[NH:7][C@H:8]1[CH2:16][CH2:15][CH2:14][C@H:13]([CH:17]=[CH2:18])[C@@H:12]([O:29][C:30]2[CH:31]=[CH:32][CH:33]=[CH:34][CH:35]=2)[C@H:11]([CH3:36])[O:10][C:9]1=[O:37])([CH3:2])([CH3:3])[CH3:4]. The catalyst class is: 1.